Dataset: Full USPTO retrosynthesis dataset with 1.9M reactions from patents (1976-2016). Task: Predict the reactants needed to synthesize the given product. (1) Given the product [Cl:12][C:9]1[CH:10]=[CH:11][C:6]([C:4](=[O:5])[CH2:3][NH:2][C:17]([NH:16][CH:13]2[CH2:15][CH2:14]2)=[O:18])=[CH:7][CH:8]=1, predict the reactants needed to synthesize it. The reactants are: Cl.[NH2:2][CH2:3][C:4]([C:6]1[CH:11]=[CH:10][C:9]([Cl:12])=[CH:8][CH:7]=1)=[O:5].[CH:13]1([N:16]=[C:17]=[O:18])[CH2:15][CH2:14]1.C(N(CC)C(C)C)(C)C. (2) Given the product [Cl:1][C:2]1[CH:3]=[CH:4][C:5]([O:6][C:7]2[C:12]([F:13])=[CH:11][C:10]([CH2:14][O:15][C:20]3[CH:31]=[C:24]4[N:25]([CH3:30])[C@@H:26]([CH3:29])[CH2:27][CH2:28][N:23]4[C:22](=[O:32])[N:21]=3)=[CH:9][C:8]=2[F:16])=[CH:17][CH:18]=1, predict the reactants needed to synthesize it. The reactants are: [Cl:1][C:2]1[CH:18]=[CH:17][C:5]([O:6][C:7]2[C:12]([F:13])=[CH:11][C:10]([CH2:14][OH:15])=[CH:9][C:8]=2[F:16])=[CH:4][CH:3]=1.Cl[C:20]1[CH:31]=[C:24]2[N:25]([CH3:30])[C@@H:26]([CH3:29])[CH2:27][CH2:28][N:23]2[C:22](=[O:32])[N:21]=1. (3) Given the product [Cl:1][C:2]1[CH:3]=[CH:4][C:5]([C:8]2([CH2:21][O:22][CH3:25])[CH2:9][CH2:10][N:11]([C:14]([O:16][C:17]([CH3:18])([CH3:19])[CH3:20])=[O:15])[CH2:12][CH2:13]2)=[CH:6][CH:7]=1, predict the reactants needed to synthesize it. The reactants are: [Cl:1][C:2]1[CH:7]=[CH:6][C:5]([C:8]2([CH2:21][OH:22])[CH2:13][CH2:12][N:11]([C:14]([O:16][C:17]([CH3:20])([CH3:19])[CH3:18])=[O:15])[CH2:10][CH2:9]2)=[CH:4][CH:3]=1.[H-].[Na+].[CH3:25]I. (4) Given the product [Cl:1][C:2]1[CH:10]=[CH:9][C:8]2[C:4](=[CH:5][N:6]([CH3:20])[N:7]=2)[C:3]=1[C:11]([O:13][CH3:14])=[O:12], predict the reactants needed to synthesize it. The reactants are: [Cl:1][C:2]1[CH:10]=[CH:9][C:8]2[C:4](=[CH:5][NH:6][N:7]=2)[C:3]=1[C:11]([O:13][CH3:14])=[O:12].F[B-](F)(F)F.[CH3:20][O+](C)C.